Dataset: NCI-60 drug combinations with 297,098 pairs across 59 cell lines. Task: Regression. Given two drug SMILES strings and cell line genomic features, predict the synergy score measuring deviation from expected non-interaction effect. (1) Drug 1: C1CCC(CC1)NC(=O)N(CCCl)N=O. Drug 2: C1CNP(=O)(OC1)N(CCCl)CCCl. Cell line: HT29. Synergy scores: CSS=21.7, Synergy_ZIP=-3.44, Synergy_Bliss=2.77, Synergy_Loewe=-12.4, Synergy_HSA=1.11. (2) Drug 1: C1CCN(CC1)CCOC2=CC=C(C=C2)C(=O)C3=C(SC4=C3C=CC(=C4)O)C5=CC=C(C=C5)O. Drug 2: CN(C(=O)NC(C=O)C(C(C(CO)O)O)O)N=O. Cell line: M14. Synergy scores: CSS=-6.02, Synergy_ZIP=4.11, Synergy_Bliss=4.32, Synergy_Loewe=-5.37, Synergy_HSA=-3.35. (3) Drug 1: CC1C(C(CC(O1)OC2CC(CC3=C2C(=C4C(=C3O)C(=O)C5=C(C4=O)C(=CC=C5)OC)O)(C(=O)CO)O)N)O.Cl. Drug 2: C1CCC(C(C1)N)N.C(=O)(C(=O)[O-])[O-].[Pt+4]. Cell line: UACC62. Synergy scores: CSS=29.5, Synergy_ZIP=-5.34, Synergy_Bliss=0.587, Synergy_Loewe=1.80, Synergy_HSA=3.45. (4) Drug 1: C1CN1P(=S)(N2CC2)N3CC3. Drug 2: C1CC(C1)(C(=O)O)C(=O)O.[NH2-].[NH2-].[Pt+2]. Cell line: HCT116. Synergy scores: CSS=22.9, Synergy_ZIP=-7.73, Synergy_Bliss=-3.67, Synergy_Loewe=-9.14, Synergy_HSA=-1.15. (5) Cell line: HL-60(TB). Drug 2: CC1=C2C(C(=O)C3(C(CC4C(C3C(C(C2(C)C)(CC1OC(=O)C(C(C5=CC=CC=C5)NC(=O)OC(C)(C)C)O)O)OC(=O)C6=CC=CC=C6)(CO4)OC(=O)C)O)C)O. Synergy scores: CSS=12.1, Synergy_ZIP=-10.3, Synergy_Bliss=-10.0, Synergy_Loewe=-44.7, Synergy_HSA=-7.87. Drug 1: C1CC(=O)NC(=O)C1N2CC3=C(C2=O)C=CC=C3N. (6) Drug 1: CC1CCC2CC(C(=CC=CC=CC(CC(C(=O)C(C(C(=CC(C(=O)CC(OC(=O)C3CCCCN3C(=O)C(=O)C1(O2)O)C(C)CC4CCC(C(C4)OC)O)C)C)O)OC)C)C)C)OC. Drug 2: CS(=O)(=O)CCNCC1=CC=C(O1)C2=CC3=C(C=C2)N=CN=C3NC4=CC(=C(C=C4)OCC5=CC(=CC=C5)F)Cl. Cell line: HT29. Synergy scores: CSS=4.07, Synergy_ZIP=-1.98, Synergy_Bliss=3.72, Synergy_Loewe=3.98, Synergy_HSA=3.98. (7) Cell line: CCRF-CEM. Synergy scores: CSS=-0.577, Synergy_ZIP=0.549, Synergy_Bliss=0.680, Synergy_Loewe=-1.54, Synergy_HSA=-1.08. Drug 2: C1=NNC2=C1C(=O)NC=N2. Drug 1: CC12CCC3C(C1CCC2O)C(CC4=C3C=CC(=C4)O)CCCCCCCCCS(=O)CCCC(C(F)(F)F)(F)F. (8) Drug 1: CC1=C(C=C(C=C1)NC(=O)C2=CC=C(C=C2)CN3CCN(CC3)C)NC4=NC=CC(=N4)C5=CN=CC=C5. Drug 2: CN(C(=O)NC(C=O)C(C(C(CO)O)O)O)N=O. Cell line: A549. Synergy scores: CSS=-2.88, Synergy_ZIP=2.42, Synergy_Bliss=2.39, Synergy_Loewe=-1.99, Synergy_HSA=-1.63.